This data is from Full USPTO retrosynthesis dataset with 1.9M reactions from patents (1976-2016). The task is: Predict the reactants needed to synthesize the given product. (1) Given the product [C:1]([C:3]1[C:4]([NH:21][C:22]2[CH:27]=[C:26]([O:28][CH3:29])[C:25]([Cl:30])=[CH:24][C:23]=2[Cl:31])=[C:5]2[S:11][C:10](/[CH:12]=[CH:13]/[C:14]([OH:16])=[O:15])=[CH:9][C:6]2=[N:7][CH:8]=1)#[N:2], predict the reactants needed to synthesize it. The reactants are: [C:1]([C:3]1[C:4]([NH:21][C:22]2[CH:27]=[C:26]([O:28][CH3:29])[C:25]([Cl:30])=[CH:24][C:23]=2[Cl:31])=[C:5]2[S:11][C:10](/[CH:12]=[CH:13]/[C:14]([O:16]C(C)(C)C)=[O:15])=[CH:9][C:6]2=[N:7][CH:8]=1)#[N:2].FC(F)(F)C(O)=O. (2) Given the product [N:50]1[C:49]2[CH:85]=[CH:86][CH:46]=[CH:47][C:48]=2[NH:52][C:51]=1[S:53][CH2:54][CH2:55][N:56]1[CH2:57][CH2:58][N:59]([CH2:62][C:63]([NH:65][C:66]2[C:67]([O:79][CH2:80][C:81]([F:83])([F:84])[F:82])=[N:68][C:69]([CH3:78])=[CH:70][C:71]=2[O:72][CH2:73][C:74]([F:75])([F:76])[F:77])=[O:64])[CH2:60][CH2:61]1, predict the reactants needed to synthesize it. The reactants are: FC1C(F)=CC2N=C(S)NC=2C=1.FC(F)(F)COC1C(NC(=O)CN2CCN(CCO)CC2)=C(OCC(F)(F)F)C=C(C)N=1.F[C:46]1[C:86](F)=[CH:85][C:49]2[N:50]=[C:51]([S:53][CH2:54][CH2:55][N:56]3[CH2:61][CH2:60][N:59]([CH2:62][C:63]([NH:65][C:66]4[C:67]([O:79][CH2:80][C:81]([F:84])([F:83])[F:82])=[N:68][C:69]([CH3:78])=[CH:70][C:71]=4[O:72][CH2:73][C:74]([F:77])([F:76])[F:75])=[O:64])[CH2:58][CH2:57]3)[NH:52][C:48]=2[CH:47]=1. (3) Given the product [NH:2]1[C:6]2=[N:7][CH:8]=[CH:9][CH:10]=[C:5]2[C:4]([CH:11]=[C:12]2[O:16][C:15]([N:17]([CH2:19][CH2:20][OH:21])[CH3:18])=[C:14]([C:28]([O:30][CH2:31][CH3:32])=[O:29])[C:13]2=[O:33])=[CH:3]1, predict the reactants needed to synthesize it. The reactants are: Cl.[NH:2]1[C:6]2=[N:7][CH:8]=[CH:9][CH:10]=[C:5]2[C:4]([CH:11]=[C:12]2[O:16][C:15]([N:17]([CH2:19][CH2:20][O:21]COCCOC)[CH3:18])=[C:14]([C:28]([O:30][CH2:31][CH3:32])=[O:29])[C:13]2=[O:33])=[CH:3]1. (4) Given the product [F:22][C:17]1[CH:16]=[C:15]([CH:20]=[C:19]([F:21])[CH:18]=1)[CH2:14][N:11]1[C:12]2[C:8](=[CH:7][CH:6]=[C:5]([C:3]([OH:4])=[O:2])[CH:13]=2)[C:9]([S:23][C:24]2[CH:29]=[CH:28][CH:27]=[CH:26][C:25]=2[N+:30]([O-:32])=[O:31])=[CH:10]1, predict the reactants needed to synthesize it. The reactants are: C[O:2][C:3]([C:5]1[CH:13]=[C:12]2[C:8]([C:9]([S:23][C:24]3[CH:29]=[CH:28][CH:27]=[CH:26][C:25]=3[N+:30]([O-:32])=[O:31])=[CH:10][N:11]2[CH2:14][C:15]2[CH:20]=[C:19]([F:21])[CH:18]=[C:17]([F:22])[CH:16]=2)=[CH:7][CH:6]=1)=[O:4].O[Li].O.Cl. (5) Given the product [Br:1][CH2:9][C:10]1[S:11][C:12]([C:15]([O:17][CH2:18][CH3:19])=[O:16])=[CH:13][N:14]=1, predict the reactants needed to synthesize it. The reactants are: [Br:1]N1C(=O)CCC1=O.[CH3:9][C:10]1[S:11][C:12]([C:15]([O:17][CH2:18][CH3:19])=[O:16])=[CH:13][N:14]=1. (6) The reactants are: [Cl:1][C:2]1[CH:7]=[CH:6][CH:5]=[C:4]([Cl:8])[C:3]=1[C:9]1[NH:10][C:11]2[C:16]([N:17]=1)=[C:15](O)[N:14]=[CH:13][N:12]=2.P(Br)(Br)([Br:21])=O. Given the product [Br:21][C:15]1[N:14]=[CH:13][N:12]=[C:11]2[C:16]=1[N:17]=[C:9]([C:3]1[C:2]([Cl:1])=[CH:7][CH:6]=[CH:5][C:4]=1[Cl:8])[NH:10]2, predict the reactants needed to synthesize it. (7) Given the product [S:2]([Cl:1])(=[O:4])(=[O:3])[NH2:5].[F:8][C:9]1[CH:10]=[CH:11][C:12]([C:15]2[C:16]([NH:26][S:27]([NH2:28])(=[O:30])=[O:29])=[N:17][NH:18][C:19]=2[C:20]2[CH:25]=[CH:24][N:23]=[CH:22][CH:21]=2)=[CH:13][CH:14]=1, predict the reactants needed to synthesize it. The reactants are: [Cl:1][S:2]([N:5]=C=O)(=[O:4])=[O:3].[F:8][C:9]1[CH:14]=[CH:13][C:12]([C:15]2[C:16]([NH2:26])=[N:17][NH:18][C:19]=2[C:20]2[CH:25]=[CH:24][N:23]=[CH:22][CH:21]=2)=[CH:11][CH:10]=1.[S:27](Cl)(=[O:30])(=[O:29])[NH2:28].C(N(CC)CC)C.[OH-].[NH4+].